From a dataset of Catalyst prediction with 721,799 reactions and 888 catalyst types from USPTO. Predict which catalyst facilitates the given reaction. (1) Reactant: [C@]12(C)C(C)(C)C(CC1)CC2C([O:12][C@H:13]([C:18]1[CH:23]=[C:22]([O:24][CH3:25])[CH:21]=[CH:20][C:19]=1[N+:26]([O-:28])=[O:27])[C:14]([CH3:17])([CH3:16])[CH3:15])=O.C([O-])([O-])=O.[K+].[K+]. Product: [CH3:25][O:24][C:22]1[CH:21]=[CH:20][C:19]([N+:26]([O-:28])=[O:27])=[C:18]([C@@H:13]([OH:12])[C:14]([CH3:17])([CH3:16])[CH3:15])[CH:23]=1. The catalyst class is: 5. (2) The catalyst class is: 3. Reactant: [C:1]([O-:4])([O-])=O.[K+].[K+].FC1C=[C:14]([O:16]C)C=C(F)C=1CBr.[CH3:19][O:20][C:21]1[C:26](C)=[CH:25][C:24]([N:28]2[C:33](=[O:34])[N:32]([CH2:35][C:36]3[C:41]([F:42])=[CH:40][C:39](F)=[CH:38][C:37]=3[F:44])[C:31]3[CH:45]=[CH:46][CH:47]=[CH:48][C:30]=3[S:29]2(=[O:50])=[O:49])=[CH:23][C:22]=1C. Product: [CH3:14][O:16][C:22]1[CH:23]=[C:24]([N:28]2[C:33](=[O:34])[N:32]([CH2:35][C:36]3[C:37]([F:44])=[CH:38][C:39]([O:4][CH3:1])=[CH:40][C:41]=3[F:42])[C:31]3[CH:45]=[CH:46][CH:47]=[CH:48][C:30]=3[S:29]2(=[O:49])=[O:50])[CH:25]=[CH:26][C:21]=1[O:20][CH3:19]. (3) Reactant: [CH:1](=O)[C:2]1[C:3](=[CH:5][CH:6]=[CH:7][CH:8]=1)[OH:4].[CH2:10]([NH2:13])[CH2:11][NH2:12]. Product: [CH:1](=[N:12][CH2:11][CH2:10][N:13]=[CH:1][C:2]1[C:3](=[CH:5][CH:6]=[CH:7][CH:8]=1)[OH:4])[C:2]1[C:3](=[CH:5][CH:6]=[CH:7][CH:8]=1)[OH:4]. The catalyst class is: 8. (4) The catalyst class is: 5. Product: [N:29]([CH2:11][C:9]([C:3]1[CH:4]=[CH:5][C:6]([F:8])=[CH:7][C:2]=1[F:1])([OH:10])[C:12]([F:26])([F:25])[C:13]1[CH:18]=[CH:17][C:16]([O:19][CH2:20][C:21]([F:24])([F:23])[F:22])=[CH:15][N:14]=1)=[N+:30]=[N-:31]. Reactant: [F:1][C:2]1[CH:7]=[C:6]([F:8])[CH:5]=[CH:4][C:3]=1[C:9]1([C:12]([F:26])([F:25])[C:13]2[CH:18]=[CH:17][C:16]([O:19][CH2:20][C:21]([F:24])([F:23])[F:22])=[CH:15][N:14]=2)[CH2:11][O:10]1.[Cl-].[NH4+].[N-:29]=[N+:30]=[N-:31].[Na+].N#N.